This data is from Forward reaction prediction with 1.9M reactions from USPTO patents (1976-2016). The task is: Predict the product of the given reaction. (1) The product is: [Cl:6][C:7]1[C:8]([C:30]2[C:38]3[C:33](=[CH:34][CH:35]=[CH:36][CH:37]=3)[NH:32][CH:31]=2)=[N:9][C:10]([NH:13][C:14]2[C:19]([O:20][CH3:21])=[CH:18][C:17]([C:22]3[CH2:23][CH2:24][N:25]([CH3:28])[CH2:26][CH:27]=3)=[C:16]([NH:29][C:1](=[O:4])[CH:2]=[CH2:3])[CH:15]=2)=[N:11][CH:12]=1. Given the reactants [C:1](Cl)(=[O:4])[CH:2]=[CH2:3].[Cl:6][C:7]1[C:8]([C:30]2[C:38]3[C:33](=[CH:34][CH:35]=[CH:36][CH:37]=3)[NH:32][CH:31]=2)=[N:9][C:10]([NH:13][C:14]2[CH:15]=[C:16]([NH2:29])[C:17]([C:22]3[CH2:23][CH2:24][N:25]([CH3:28])[CH2:26][CH:27]=3)=[CH:18][C:19]=2[O:20][CH3:21])=[N:11][CH:12]=1.CCN(C(C)C)C(C)C, predict the reaction product. (2) Given the reactants Cl[C:2]1[N:7]=[C:6]([C:8]2[N:12]3[CH:13]=[CH:14][CH:15]=[CH:16][C:11]3=[N:10][C:9]=2[C:17]2[CH:18]=[CH:19][C:20]([O:34][CH2:35][CH3:36])=[C:21]([CH:33]=2)[C:22]([NH:24][C:25]2[C:30]([F:31])=[CH:29][CH:28]=[CH:27][C:26]=2[F:32])=[O:23])[CH:5]=[CH:4][N:3]=1.[CH3:37][O:38][C:39]1[CH:45]=[C:44]([N:46]2[CH2:51][CH2:50][CH:49]([N:52]3[CH2:57][CH2:56][N:55]([S:58]([CH3:61])(=[O:60])=[O:59])[CH2:54][CH2:53]3)[CH2:48][CH2:47]2)[CH:43]=[CH:42][C:40]=1[NH2:41].C1(C)C=CC(S(O)(=O)=O)=CC=1, predict the reaction product. The product is: [F:32][C:26]1[CH:27]=[CH:28][CH:29]=[C:30]([F:31])[C:25]=1[NH:24][C:22](=[O:23])[C:21]1[CH:33]=[C:17]([C:9]2[N:10]=[C:11]3[CH:16]=[CH:15][CH:14]=[CH:13][N:12]3[C:8]=2[C:6]2[CH:5]=[CH:4][N:3]=[C:2]([NH:41][C:40]3[CH:42]=[CH:43][C:44]([N:46]4[CH2:51][CH2:50][CH:49]([N:52]5[CH2:57][CH2:56][N:55]([S:58]([CH3:61])(=[O:60])=[O:59])[CH2:54][CH2:53]5)[CH2:48][CH2:47]4)=[CH:45][C:39]=3[O:38][CH3:37])[N:7]=2)[CH:18]=[CH:19][C:20]=1[O:34][CH2:35][CH3:36]. (3) Given the reactants [C:1]([O:5][C:6](=[O:24])[NH:7][C@@H:8]([C:18](=[O:23])N(OC)C)[CH2:9][C:10]1[CH:15]=[C:14]([F:16])[CH:13]=[CH:12][C:11]=1[F:17])([CH3:4])([CH3:3])[CH3:2].[CH3:25][C:26]1[C:31]([NH:32][C:33](=[O:35])[CH3:34])=[CH:30][CH:29]=[CH:28][N:27]=1, predict the reaction product. The product is: [C:1]([O:5][C:6](=[O:24])[NH:7][C@H:8]([CH2:9][C:10]1[CH:15]=[C:14]([F:16])[CH:13]=[CH:12][C:11]=1[F:17])[C:18](=[O:23])[CH2:25][C:26]1[C:31]([NH:32][C:33](=[O:35])[CH3:34])=[CH:30][CH:29]=[CH:28][N:27]=1)([CH3:2])([CH3:3])[CH3:4]. (4) Given the reactants CC(C)(OC([NH:7][C@@H:8]([C:19]([NH:21][C@H:22]([C:38]([N:40]1[CH2:45][CH2:44][N:43]([C:46]2[CH:51]=[CH:50][N:49]=[CH:48][CH:47]=2)[CH2:42][CH2:41]1)=[O:39])[CH2:23][CH2:24][CH2:25][CH2:26][NH:27][C:28]([O:30][CH2:31][C:32]1[CH:37]=[CH:36][CH:35]=[CH:34][CH:33]=1)=[O:29])=[O:20])[CH2:9][C:10]1[CH:15]=[C:14]([Br:16])[C:13]([OH:17])=[C:12]([Br:18])[CH:11]=1)=O)C.FC(F)(F)C(O)=O.C(=O)([O-])O.[Na+], predict the reaction product. The product is: [Br:16][C:14]1[CH:15]=[C:10]([CH:11]=[C:12]([Br:18])[C:13]=1[OH:17])[CH2:9][C@H:8]([C:19]([NH:21][C@H:22]([C:38]([N:40]1[CH2:45][CH2:44][N:43]([C:46]2[CH:51]=[CH:50][N:49]=[CH:48][CH:47]=2)[CH2:42][CH2:41]1)=[O:39])[CH2:23][CH2:24][CH2:25][CH2:26][NH:27][C:28]([O:30][CH2:31][C:32]1[CH:37]=[CH:36][CH:35]=[CH:34][CH:33]=1)=[O:29])=[O:20])[NH2:7]. (5) The product is: [N:27]1([C:14]([C:12]2[N:13]=[C:9]([C:6]3[CH:5]=[CH:4][C:3]([CH2:2][OH:1])=[CH:8][CH:7]=3)[O:10][CH:11]=2)=[O:16])[CH2:22][CH2:21][CH2:26][CH2:25]1. Given the reactants [OH:1][CH2:2][C:3]1[CH:8]=[CH:7][C:6]([C:9]2[O:10][CH:11]=[C:12]([C:14]([OH:16])=O)[N:13]=2)=[CH:5][CH:4]=1.C(Cl)CCl.[CH:21]1[CH:22]=CC2N(O)N=[N:27][C:25]=2[CH:26]=1.N1CCCC1, predict the reaction product. (6) Given the reactants [Br:1][C:2]1[CH:7]=[CH:6][C:5]([S:8](Cl)(=[O:10])=[O:9])=[CH:4][C:3]=1[F:12].[C:13]1([CH2:19][NH2:20])[CH:18]=[CH:17][CH:16]=[CH:15][CH:14]=1, predict the reaction product. The product is: [CH2:19]([NH:20][S:8]([C:5]1[CH:6]=[CH:7][C:2]([Br:1])=[C:3]([F:12])[CH:4]=1)(=[O:10])=[O:9])[C:13]1[CH:18]=[CH:17][CH:16]=[CH:15][CH:14]=1.